From a dataset of Forward reaction prediction with 1.9M reactions from USPTO patents (1976-2016). Predict the product of the given reaction. (1) Given the reactants [C:1]1([NH:7][C:8](=[O:12])[C:9](O)=[O:10])[CH:6]=[CH:5][CH:4]=[CH:3][CH:2]=1.C1C[N:16]([P+](ON2N=NC3C=CC=CC2=3)(N2CCCC2)N2CCCC2)CC1.F[P-](F)(F)(F)(F)F.CN1CCOCC1.C(N)(=O)C(N)=O, predict the reaction product. The product is: [C:1]1([NH:7][C:8](=[O:12])[C:9]([NH2:16])=[O:10])[CH:6]=[CH:5][CH:4]=[CH:3][CH:2]=1. (2) Given the reactants [Cl-].O[NH3+:3].[C:4](=[O:7])([O-])[OH:5].[Na+].CS(C)=O.[F:13][C:14]1[CH:15]=[C:16]([C:40]2[C:41]([C:46]#[N:47])=[CH:42][CH:43]=[CH:44][CH:45]=2)[CH:17]=[CH:18][C:19]=1[CH2:20][C:21]1[C:22](=[O:39])[N:23]([CH:33]2[CH2:38][CH2:37][O:36][CH2:35][CH2:34]2)[C:24]2[N:25]([N:30]=[CH:31][N:32]=2)[C:26]=1[CH2:27][CH2:28][CH3:29], predict the reaction product. The product is: [F:13][C:14]1[CH:15]=[C:16]([C:40]2[CH:45]=[CH:44][CH:43]=[CH:42][C:41]=2[C:46]2[NH:3][C:4](=[O:7])[O:5][N:47]=2)[CH:17]=[CH:18][C:19]=1[CH2:20][C:21]1[C:22](=[O:39])[N:23]([CH:33]2[CH2:38][CH2:37][O:36][CH2:35][CH2:34]2)[C:24]2[N:25]([N:30]=[CH:31][N:32]=2)[C:26]=1[CH2:27][CH2:28][CH3:29]. (3) Given the reactants [C:1]([Si:5](Cl)([CH3:7])[CH3:6])([CH3:4])([CH3:3])[CH3:2].N1C=CN=C1.[C:14]([C:16]1[CH:21]=[CH:20][C:19]([CH:22]([NH:25][CH2:26][C:27]([O:29][C:30]([CH3:33])([CH3:32])[CH3:31])=[O:28])[CH2:23][OH:24])=[CH:18][CH:17]=1)#[N:15], predict the reaction product. The product is: [Si:5]([O:24][CH2:23][CH:22]([NH:25][CH2:26][C:27]([O:29][C:30]([CH3:33])([CH3:32])[CH3:31])=[O:28])[C:19]1[CH:18]=[CH:17][C:16]([C:14]#[N:15])=[CH:21][CH:20]=1)([C:1]([CH3:4])([CH3:3])[CH3:2])([CH3:7])[CH3:6]. (4) Given the reactants [CH2:1]([C:13]1[CH:18]=[CH:17][C:16]([S:19](Cl)(=[O:21])=[O:20])=[CH:15][CH:14]=1)[CH2:2][CH2:3][CH2:4][CH2:5][CH2:6][CH2:7][CH2:8][CH2:9][CH2:10][CH2:11][CH3:12].[NH2:23][C:24]1[S:28][C:27]([CH2:29][C:30]([O:32][CH2:33][CH3:34])=[O:31])=[N:26][N:25]=1.Cl, predict the reaction product. The product is: [CH2:1]([C:13]1[CH:18]=[CH:17][C:16]([S:19]([NH:23][C:24]2[S:28][C:27]([CH2:29][C:30]([O:32][CH2:33][CH3:34])=[O:31])=[N:26][N:25]=2)(=[O:21])=[O:20])=[CH:15][CH:14]=1)[CH2:2][CH2:3][CH2:4][CH2:5][CH2:6][CH2:7][CH2:8][CH2:9][CH2:10][CH2:11][CH3:12]. (5) Given the reactants [NH2:1][C:2]1[CH:7]=[CH:6][C:5]([CH2:8][O:9][C:10](=[O:15])[C:11]([CH3:14])([CH3:13])[CH3:12])=[CH:4][C:3]=1[NH:16][C:17]1[S:21][C:20]([C:22]([O:24][CH3:25])=[O:23])=[C:19]([O:26][C@@H:27]([C:29]2[CH:34]=[CH:33][CH:32]=[CH:31][C:30]=2[Cl:35])[CH3:28])[CH:18]=1.[C:36]1(C)C=CC(S([O-])(=O)=O)=CC=1.[NH+]1C=CC=CC=1.C(OC(OCC)OCC)C, predict the reaction product. The product is: [Cl:35][C:30]1[CH:31]=[CH:32][CH:33]=[CH:34][C:29]=1[C@H:27]([O:26][C:19]1[CH:18]=[C:17]([N:16]2[C:3]3[CH:4]=[C:5]([CH2:8][O:9][C:10](=[O:15])[C:11]([CH3:13])([CH3:12])[CH3:14])[CH:6]=[CH:7][C:2]=3[N:1]=[CH:36]2)[S:21][C:20]=1[C:22]([O:24][CH3:25])=[O:23])[CH3:28]. (6) Given the reactants [CH3:1][N:2]1[C:6]([CH2:7][C@H:8]([C:10]([OH:12])=[O:11])[NH2:9])=[CH:5][N:4]=[CH:3]1.S(Cl)([Cl:15])=O.[CH3:17]O, predict the reaction product. The product is: [ClH:15].[NH2:9][C@H:8]([CH2:7][C:6]1[N:2]([CH3:1])[CH:3]=[N:4][CH:5]=1)[C:10]([O:12][CH3:17])=[O:11]. (7) Given the reactants [Cl:1][C:2]1[CH:3]=[C:4]([CH:16]=[CH:17][CH:18]=1)[O:5][C:6]1[C:11]([F:12])=[CH:10][C:9]([CH2:13][OH:14])=[CH:8][C:7]=1[F:15].Cl[C:20]1[CH:30]=[C:24]2[N:25]([CH3:29])[CH2:26][CH2:27][CH2:28][N:23]2[C:22](=[O:31])[N:21]=1, predict the reaction product. The product is: [Cl:1][C:2]1[CH:3]=[C:4]([CH:16]=[CH:17][CH:18]=1)[O:5][C:6]1[C:11]([F:12])=[CH:10][C:9]([CH2:13][O:14][C:20]2[CH:30]=[C:24]3[N:25]([CH3:29])[CH2:26][CH2:27][CH2:28][N:23]3[C:22](=[O:31])[N:21]=2)=[CH:8][C:7]=1[F:15]. (8) Given the reactants [CH3:1][S:2]([C:5]1[CH:6]=[CH:7][C:8]2[CH2:13][O:12][CH:11]([CH2:14][NH:15][CH2:16][CH3:17])[O:10][C:9]=2[CH:18]=1)(=[O:4])=[O:3].[CH2:19](Br)[C:20]1[CH:25]=[CH:24][CH:23]=[CH:22][CH:21]=1.C(=O)([O-])[O-].[K+].[K+].C(#N)C, predict the reaction product. The product is: [CH2:19]([N:15]([CH2:14][CH:11]1[O:10][C:9]2[CH:18]=[C:5]([S:2]([CH3:1])(=[O:4])=[O:3])[CH:6]=[CH:7][C:8]=2[CH2:13][O:12]1)[CH2:16][CH3:17])[C:20]1[CH:25]=[CH:24][CH:23]=[CH:22][CH:21]=1. (9) Given the reactants FC(F)(F)C(O)=O.C(OC([N:15]1[C:19](=[O:20])[CH2:18][C:17]2([CH2:25][CH2:24][C:23]([N:32]([CH3:34])[CH3:33])([C:26]3[S:27][C:28]([F:31])=[CH:29][CH:30]=3)[CH2:22][CH2:21]2)[CH2:16]1)=O)(C)(C)C, predict the reaction product. The product is: [CH3:33][N:32]([CH3:34])[C:23]1([C:26]2[S:27][C:28]([F:31])=[CH:29][CH:30]=2)[CH2:24][CH2:25][C:17]2([CH2:16][NH:15][C:19](=[O:20])[CH2:18]2)[CH2:21][CH2:22]1. (10) Given the reactants [O:1]1[CH:5]=[CH:4][CH:3]=[C:2]1[C:6]1[CH:11]=[CH:10][C:9]([C:12]([CH3:17])([CH3:16])[C:13](O)=[O:14])=[CH:8][CH:7]=1.C[N:19](C=O)C.C(Cl)(=O)C(Cl)=O, predict the reaction product. The product is: [O:1]1[CH:5]=[CH:4][CH:3]=[C:2]1[C:6]1[CH:11]=[CH:10][C:9]([C:12]([CH3:17])([CH3:16])[C:13]([NH2:19])=[O:14])=[CH:8][CH:7]=1.